This data is from NCI-60 drug combinations with 297,098 pairs across 59 cell lines. The task is: Regression. Given two drug SMILES strings and cell line genomic features, predict the synergy score measuring deviation from expected non-interaction effect. (1) Drug 1: C1=NC2=C(N1)C(=S)N=CN2. Drug 2: CC1CCCC2(C(O2)CC(NC(=O)CC(C(C(=O)C(C1O)C)(C)C)O)C(=CC3=CSC(=N3)C)C)C. Cell line: NCI/ADR-RES. Synergy scores: CSS=14.8, Synergy_ZIP=-1.22, Synergy_Bliss=-2.56, Synergy_Loewe=-3.20, Synergy_HSA=-0.534. (2) Drug 1: C1=CC(=CC=C1CCCC(=O)O)N(CCCl)CCCl. Drug 2: CCC1(CC2CC(C3=C(CCN(C2)C1)C4=CC=CC=C4N3)(C5=C(C=C6C(=C5)C78CCN9C7C(C=CC9)(C(C(C8N6C=O)(C(=O)OC)O)OC(=O)C)CC)OC)C(=O)OC)O.OS(=O)(=O)O. Cell line: COLO 205. Synergy scores: CSS=21.1, Synergy_ZIP=-1.81, Synergy_Bliss=2.16, Synergy_Loewe=-20.1, Synergy_HSA=-0.531. (3) Drug 1: C1=C(C(=O)NC(=O)N1)F. Drug 2: CS(=O)(=O)OCCCCOS(=O)(=O)C. Cell line: LOX IMVI. Synergy scores: CSS=51.3, Synergy_ZIP=-3.09, Synergy_Bliss=-1.32, Synergy_Loewe=0.950, Synergy_HSA=3.36. (4) Drug 1: C1=CC(=CC=C1CCC2=CNC3=C2C(=O)NC(=N3)N)C(=O)NC(CCC(=O)O)C(=O)O. Drug 2: COC1=C2C(=CC3=C1OC=C3)C=CC(=O)O2. Cell line: MOLT-4. Synergy scores: CSS=68.7, Synergy_ZIP=3.87, Synergy_Bliss=-0.967, Synergy_Loewe=-28.3, Synergy_HSA=-1.80. (5) Drug 1: C1CC2CC3=C(CC1C24CN(S(=O)(=O)N4)CC(F)(F)F)C=CC(=C3)C=CCN5CCC(CC5)C(F)(F)F. Drug 2: C1=CC(=C(C=C1I)F)NC2=C(C=CC(=C2F)F)C(=O)NOCC(CO)O. Cell line: OVCAR3. Synergy scores: CSS=31.0, Synergy_ZIP=4.49, Synergy_Bliss=7.82, Synergy_Loewe=14.8, Synergy_HSA=15.4. (6) Drug 1: CC1C(C(CC(O1)OC2CC(CC3=C2C(=C4C(=C3O)C(=O)C5=C(C4=O)C(=CC=C5)OC)O)(C(=O)CO)O)N)O.Cl. Cell line: CAKI-1. Drug 2: CC(C)(C#N)C1=CC(=CC(=C1)CN2C=NC=N2)C(C)(C)C#N. Synergy scores: CSS=9.67, Synergy_ZIP=-0.585, Synergy_Bliss=2.64, Synergy_Loewe=-9.33, Synergy_HSA=1.35.